From a dataset of Full USPTO retrosynthesis dataset with 1.9M reactions from patents (1976-2016). Predict the reactants needed to synthesize the given product. (1) Given the product [C:34]([O:38][C:39](=[O:55])[C@@H:40]([NH:44][C:45]([O:47][CH2:48][C:49]1[CH:54]=[CH:53][CH:52]=[CH:51][CH:50]=1)=[O:46])[CH2:41][CH2:42][Br:1])([CH3:37])([CH3:36])[CH3:35], predict the reactants needed to synthesize it. The reactants are: [Br:1]N1C(=O)CCC1=O.C1(P(C2C=CC=CC=2)C2C=CC=CC=2)C=CC=CC=1.N1C=CC=CC=1.[C:34]([O:38][C:39](=[O:55])[C@@H:40]([NH:44][C:45]([O:47][CH2:48][C:49]1[CH:54]=[CH:53][CH:52]=[CH:51][CH:50]=1)=[O:46])[CH2:41][CH2:42]O)([CH3:37])([CH3:36])[CH3:35]. (2) Given the product [Cl:11][C:12]1[CH:20]=[CH:19][C:15]([C:16]2[NH:17][C:3]([C:5]3[S:6][CH:7]=[CH:8][C:9]=3[Cl:10])=[CH:2][N:18]=2)=[CH:14][CH:13]=1, predict the reactants needed to synthesize it. The reactants are: Br[CH2:2][C:3]([C:5]1[S:6][CH:7]=[CH:8][C:9]=1[Cl:10])=O.[Cl:11][C:12]1[CH:20]=[CH:19][C:15]([C:16]([NH2:18])=[NH:17])=[CH:14][CH:13]=1. (3) Given the product [C:34]([O:1][CH2:2][C:3]1[CH:4]=[C:5]([CH:9]2[CH2:14][CH2:13][N:12]([C:15]([O:17][C:18]([CH3:19])([CH3:21])[CH3:20])=[O:16])[CH2:11][CH:10]2[O:22][CH2:23][C:24]2[CH:33]=[CH:32][C:31]3[C:26](=[CH:27][CH:28]=[CH:29][CH:30]=3)[CH:25]=2)[CH:6]=[CH:7][CH:8]=1)(=[O:41])[C:35]1[CH:40]=[CH:39][CH:38]=[CH:37][CH:36]=1, predict the reactants needed to synthesize it. The reactants are: [OH:1][CH2:2][C:3]1[CH:4]=[C:5]([CH:9]2[CH2:14][CH2:13][N:12]([C:15]([O:17][C:18]([CH3:21])([CH3:20])[CH3:19])=[O:16])[CH2:11][CH:10]2[O:22][CH2:23][C:24]2[CH:33]=[CH:32][C:31]3[C:26](=[CH:27][CH:28]=[CH:29][CH:30]=3)[CH:25]=2)[CH:6]=[CH:7][CH:8]=1.[C:34](Cl)(=[O:41])[C:35]1[CH:40]=[CH:39][CH:38]=[CH:37][CH:36]=1. (4) Given the product [C:34]([N:2]1[CH2:7][CH2:6][CH2:5][C@H:4]([NH:8][C:9]([C:11]2[C:15]3[N:16]=[CH:17][N:18]=[C:19]([C:20]4[CH:25]=[C:24]([F:26])[C:23]([O:27][CH3:28])=[CH:22][C:21]=4[O:29][CH2:30][CH:31]4[CH2:32][CH2:33]4)[C:14]=3[NH:13][CH:12]=2)=[O:10])[CH2:3]1)(=[O:36])[CH3:35], predict the reactants needed to synthesize it. The reactants are: Cl.[NH:2]1[CH2:7][CH2:6][CH2:5][C@H:4]([NH:8][C:9]([C:11]2[C:15]3[N:16]=[CH:17][N:18]=[C:19]([C:20]4[CH:25]=[C:24]([F:26])[C:23]([O:27][CH3:28])=[CH:22][C:21]=4[O:29][CH2:30][CH:31]4[CH2:33][CH2:32]4)[C:14]=3[NH:13][CH:12]=2)=[O:10])[CH2:3]1.[C:34](Cl)(=[O:36])[CH3:35]. (5) Given the product [CH3:12][C:5]1[C:4]([NH:13][CH:14]2[CH2:19][CH2:18][O:17][CH2:16][CH2:15]2)=[CH:3][C:2]([C:28]2[CH:29]=[CH:30][C:31]([CH2:32][N:33]3[CH2:38][CH2:37][O:36][CH2:35][CH2:34]3)=[CH:39][CH:40]=2)=[CH:11][C:6]=1[C:7]([O:9][CH3:10])=[O:8], predict the reactants needed to synthesize it. The reactants are: Br[C:2]1[CH:3]=[C:4]([NH:13][CH:14]2[CH2:19][CH2:18][O:17][CH2:16][CH2:15]2)[C:5]([CH3:12])=[C:6]([CH:11]=1)[C:7]([O:9][CH3:10])=[O:8].CC1(C)C(C)(C)OB([C:28]2[CH:40]=[CH:39][C:31]([CH2:32][N:33]3[CH2:38][CH2:37][O:36][CH2:35][CH2:34]3)=[CH:30][CH:29]=2)O1.C([O-])([O-])=O.[Na+].[Na+]. (6) Given the product [Br:1][C:2]1[CH:7]=[C:6]([C:8]2[C:19]([C:20]3[CH:25]=[CH:24][CH:23]=[CH:22][CH:21]=3)=[N:27][O:11][C:9]=2[CH3:10])[CH:5]=[CH:4][N:3]=1, predict the reactants needed to synthesize it. The reactants are: [Br:1][C:2]1[CH:7]=[C:6]([CH2:8][C:9](=[O:11])[CH3:10])[CH:5]=[CH:4][N:3]=1.CCN(CC)CC.[C:19](=[N:27]O)(Cl)[C:20]1[CH:25]=[CH:24][CH:23]=[CH:22][CH:21]=1.